This data is from Forward reaction prediction with 1.9M reactions from USPTO patents (1976-2016). The task is: Predict the product of the given reaction. (1) Given the reactants [C:1]([N:8]1[CH2:11][C:10](=O)[CH2:9]1)([O:3][C:4]([CH3:7])([CH3:6])[CH3:5])=[O:2].C(O)(=O)C.[CH2:17]([N:24]1[CH2:29][CH2:28][NH:27][CH2:26][CH2:25]1)[C:18]1[CH:23]=[CH:22][CH:21]=[CH:20][CH:19]=1, predict the reaction product. The product is: [CH2:17]([N:24]1[CH2:29][CH2:28][N:27]([CH:10]2[CH2:11][N:8]([C:1]([O:3][C:4]([CH3:7])([CH3:6])[CH3:5])=[O:2])[CH2:9]2)[CH2:26][CH2:25]1)[C:18]1[CH:19]=[CH:20][CH:21]=[CH:22][CH:23]=1. (2) Given the reactants CN(C)CCCN=C=NCC.[NH:12]1[C:16]2[CH2:17][CH2:18][CH:19]([C:21]([OH:23])=O)[CH2:20][C:15]=2[N:14]=[CH:13]1.ON1C2C=CC=CC=2N=N1.[CH3:34][S:35]([C:38]1[CH:45]=[CH:44][C:41]([CH2:42][NH2:43])=[CH:40][CH:39]=1)(=[O:37])=[O:36].C(N(C(C)C)C(C)C)C, predict the reaction product. The product is: [CH3:34][S:35]([C:38]1[CH:45]=[CH:44][C:41]([CH2:42][NH:43][C:21]([CH:19]2[CH2:18][CH2:17][C:16]3[NH:12][CH:13]=[N:14][C:15]=3[CH2:20]2)=[O:23])=[CH:40][CH:39]=1)(=[O:36])=[O:37]. (3) Given the reactants Cl.Cl.[Cl:3][C:4]1[C:8]([NH:9][CH3:10])=[CH:7][N:6]([C:11]2[CH:12]=[N:13][CH:14]=[CH:15][CH:16]=2)[N:5]=1.N1C=CC=C[CH:18]=1.[CH3:23][O:24][CH:25]([CH2:29][S:30][CH3:31])[C:26](O)=[O:27].Cl.C(N=C=NCCCN(C)C)C, predict the reaction product. The product is: [Cl:3][C:4]1[C:8]([N:9]([CH2:10][CH3:18])[C:26](=[O:27])[CH:25]([O:24][CH3:23])[CH2:29][S:30][CH3:31])=[CH:7][N:6]([C:11]2[CH:12]=[N:13][CH:14]=[CH:15][CH:16]=2)[N:5]=1. (4) Given the reactants [CH3:1][O:2][C:3](=[O:33])[C:4]1[CH:9]=[CH:8][C:7]([CH2:10][N:11]2[CH:15]=[C:14]([C:16]3[CH:21]=[CH:20][C:19]([Cl:22])=[CH:18][C:17]=3[Cl:23])[N:13]=[C:12]2/[CH:24]=[CH:25]/[C:26]2[CH:31]=[CH:30][C:29]([NH2:32])=[CH:28][CH:27]=2)=[CH:6][CH:5]=1.[C:34]1([CH3:44])[CH:39]=[CH:38][C:37]([S:40](Cl)(=[O:42])=[O:41])=[CH:36][CH:35]=1, predict the reaction product. The product is: [CH3:1][O:2][C:3](=[O:33])[C:4]1[CH:9]=[CH:8][C:7]([CH2:10][N:11]2[CH:15]=[C:14]([C:16]3[CH:21]=[CH:20][C:19]([Cl:22])=[CH:18][C:17]=3[Cl:23])[N:13]=[C:12]2/[CH:24]=[CH:25]/[C:26]2[CH:27]=[CH:28][C:29]([NH:32][S:40]([C:37]3[CH:38]=[CH:39][C:34]([CH3:44])=[CH:35][CH:36]=3)(=[O:42])=[O:41])=[CH:30][CH:31]=2)=[CH:6][CH:5]=1. (5) Given the reactants Cl[C:2]1[N:3]=[CH:4][C:5]([C:8]([N:10]2[CH2:15][CH2:14][C:13]3[NH:16][C:17]([C:19]4[C:27]5[C:22](=[CH:23][C:24]([C:28]6[CH:33]=[C:32]([F:34])[C:31]([OH:35])=[CH:30][C:29]=6[CH2:36][CH3:37])=[CH:25][CH:26]=5)[NH:21][N:20]=4)=[N:18][C:12]=3[CH2:11]2)=[O:9])=[N:6][CH:7]=1.C(OC([N:45]1[CH2:50][CH2:49][NH:48][CH2:47][C@@H:46]1[CH3:51])=O)(C)(C)C, predict the reaction product. The product is: [CH2:36]([C:29]1[CH:30]=[C:31]([OH:35])[C:32]([F:34])=[CH:33][C:28]=1[C:24]1[CH:23]=[C:22]2[C:27]([C:19]([C:17]3[NH:16][C:13]4[CH2:14][CH2:15][N:10]([C:8]([C:5]5[N:6]=[CH:7][C:2]([N:48]6[CH2:49][CH2:50][NH:45][C@@H:46]([CH3:51])[CH2:47]6)=[N:3][CH:4]=5)=[O:9])[CH2:11][C:12]=4[N:18]=3)=[N:20][NH:21]2)=[CH:26][CH:25]=1)[CH3:37]. (6) Given the reactants [NH2:1][C:2]1[CH:7]=[CH:6][N:5]=[CH:4][N:3]=1.[H-].[Na+].Br[C:11]1[S:12][C:13]([C:16]2[CH:21]=[CH:20][CH:19]=[CH:18][CH:17]=2)=[CH:14][N:15]=1, predict the reaction product. The product is: [C:16]1([C:13]2[S:12][C:11]([NH:1][C:2]3[CH:7]=[CH:6][N:5]=[CH:4][N:3]=3)=[N:15][CH:14]=2)[CH:17]=[CH:18][CH:19]=[CH:20][CH:21]=1. (7) Given the reactants Cl.[NH2:2][C@@H:3]1[CH2:5][C@H:4]1[C:6]1[CH:11]=[CH:10][C:9]([NH:12][C:13](=[O:20])[C:14]2[CH:19]=[CH:18][CH:17]=[CH:16][CH:15]=2)=[CH:8][CH:7]=1.[CH:21](=O)[C:22]1[CH:27]=[CH:26][CH:25]=[CH:24][CH:23]=1.C(=O)([O-])O.[Na+].[BH4-].[Na+], predict the reaction product. The product is: [CH2:21]([NH:2][C@@H:3]1[CH2:5][C@H:4]1[C:6]1[CH:11]=[CH:10][C:9]([NH:12][C:13](=[O:20])[C:14]2[CH:19]=[CH:18][CH:17]=[CH:16][CH:15]=2)=[CH:8][CH:7]=1)[C:22]1[CH:27]=[CH:26][CH:25]=[CH:24][CH:23]=1.